Dataset: Forward reaction prediction with 1.9M reactions from USPTO patents (1976-2016). Task: Predict the product of the given reaction. (1) Given the reactants [CH:1]([N:4]=[C:5]=[O:6])([CH3:3])[CH3:2].[Cl:7][C:8]1[CH:9]=[CH:10][C:11]2[N:12]([C:14]([C:25]3[CH:30]=[CH:29][N:28]=[C:27]([NH2:31])[CH:26]=3)=[C:15]([C:17]3[CH:22]=[CH:21][C:20]([F:23])=[C:19]([CH3:24])[CH:18]=3)[N:16]=2)[N:13]=1, predict the reaction product. The product is: [Cl:7][C:8]1[CH:9]=[CH:10][C:11]2[N:12]([C:14]([C:25]3[CH:30]=[CH:29][N:28]=[C:27]([NH:31][C:5]([NH:4][CH:1]([CH3:3])[CH3:2])=[O:6])[CH:26]=3)=[C:15]([C:17]3[CH:22]=[CH:21][C:20]([F:23])=[C:19]([CH3:24])[CH:18]=3)[N:16]=2)[N:13]=1. (2) Given the reactants [NH2:1][C@H:2]1[C:11]2[C:6](=[CH:7][CH:8]=[C:9]([N:12]3[CH2:17][CH2:16][O:15][CH2:14][CH2:13]3)[CH:10]=2)[N:5]([C:18](=[O:20])[CH3:19])[C@@H:4]([CH:21]2[CH2:23][CH2:22]2)[C@@H:3]1[CH3:24].CN(C1C(C2C(P(C3CCCCC3)C3CCCCC3)=CC=CC=2)=CC=CC=1)C.Br[C:54]1[CH:61]=[CH:60][C:57]([C:58]#[N:59])=[CH:56][N:55]=1.CC(C)([O-])C.[Na+], predict the reaction product. The product is: [C:18]([N:5]1[C:6]2[C:11](=[CH:10][C:9]([N:12]3[CH2:13][CH2:14][O:15][CH2:16][CH2:17]3)=[CH:8][CH:7]=2)[C@H:2]([NH:1][C:54]2[CH:61]=[CH:60][C:57]([C:58]#[N:59])=[CH:56][N:55]=2)[C@@H:3]([CH3:24])[C@@H:4]1[CH:21]1[CH2:23][CH2:22]1)(=[O:20])[CH3:19]. (3) Given the reactants [O:1]([CH2:8][C:9]([NH:11][C:12]1[NH:13][C:14](=[O:38])[C:15]2[N:16]=[CH:17][N:18]([C:36]=2[N:37]=1)[C@@H:19]1[O:35][C@H:32]([CH2:33][OH:34])[C@@H:30]([OH:31])[C@H:20]1[O:21][CH2:22][O:23][CH2:24][O:25][CH2:26][CH2:27][C:28]#[N:29])=[O:10])[C:2]1[CH:7]=[CH:6][CH:5]=[CH:4][CH:3]=1.N1C=CC=CC=1.[CH3:45][O:46][C:47]1[CH:68]=[CH:67][C:50]([C:51](Cl)([C:60]2[CH:65]=[CH:64][CH:63]=[CH:62][CH:61]=2)[C:52]2[CH:57]=[CH:56][C:55]([O:58][CH3:59])=[CH:54][CH:53]=2)=[CH:49][CH:48]=1, predict the reaction product. The product is: [O:1]([CH2:8][C:9]([NH:11][C:12]1[NH:13][C:14](=[O:38])[C:15]2[N:16]=[CH:17][N:18]([C:36]=2[N:37]=1)[C@@H:19]1[O:35][C@H:32]([CH2:33][O:34][C:51]([C:60]2[CH:65]=[CH:64][CH:63]=[CH:62][CH:61]=2)([C:52]2[CH:57]=[CH:56][C:55]([O:58][CH3:59])=[CH:54][CH:53]=2)[C:50]2[CH:49]=[CH:48][C:47]([O:46][CH3:45])=[CH:68][CH:67]=2)[C@@H:30]([OH:31])[C@H:20]1[O:21][CH2:22][O:23][CH2:24][O:25][CH2:26][CH2:27][C:28]#[N:29])=[O:10])[C:2]1[CH:7]=[CH:6][CH:5]=[CH:4][CH:3]=1. (4) Given the reactants [CH3:1][CH:2]([CH3:6])[C:3](Cl)=[O:4].[Br:7][C:8]1[CH:9]=[CH:10][C:11]([CH3:15])=[C:12]([CH:14]=1)[NH2:13], predict the reaction product. The product is: [Br:7][C:8]1[CH:9]=[CH:10][C:11]([CH3:15])=[C:12]([NH:13][C:3](=[O:4])[CH:2]([CH3:6])[CH3:1])[CH:14]=1. (5) The product is: [F:35][C:32]1[CH:33]=[CH:34][C:29]([NH:1][CH2:2][C@@H:3]2[C@H:8]([CH3:9])[CH2:7][CH2:6][CH2:5][N:4]2[C:10]([C:12]2[CH:17]=[C:16]([CH3:18])[CH:15]=[CH:14][C:13]=2[N:19]2[CH:23]=[N:22][C:21]([C:24]([F:27])([F:26])[F:25])=[N:20]2)=[O:11])=[N:30][CH:31]=1. Given the reactants [NH2:1][CH2:2][C@@H:3]1[C@H:8]([CH3:9])[CH2:7][CH2:6][CH2:5][N:4]1[C:10]([C:12]1[CH:17]=[C:16]([CH3:18])[CH:15]=[CH:14][C:13]=1[N:19]1[CH:23]=[N:22][C:21]([C:24]([F:27])([F:26])[F:25])=[N:20]1)=[O:11].Br[C:29]1[CH:34]=[CH:33][C:32]([F:35])=[CH:31][N:30]=1, predict the reaction product.